Predict which catalyst facilitates the given reaction. From a dataset of Catalyst prediction with 721,799 reactions and 888 catalyst types from USPTO. (1) Reactant: C([O:3][C:4]([C:6]1[S:7][C:8]([CH3:19])=[C:9]([S:11](=[O:18])(=[O:17])[N:12]([CH2:15][CH3:16])[CH2:13][CH3:14])[CH:10]=1)=[O:5])C.[OH-].[Na+]. Product: [CH2:15]([N:12]([CH2:13][CH3:14])[S:11]([C:9]1[CH:10]=[C:6]([C:4]([OH:5])=[O:3])[S:7][C:8]=1[CH3:19])(=[O:17])=[O:18])[CH3:16]. The catalyst class is: 14. (2) Reactant: [Br:1][C:2]1[CH:7]=[C:6]([CH3:8])[CH:5]=[CH:4][C:3]=1[C:9]1([OH:14])[CH2:13][CH2:12][CH2:11][CH2:10]1.CCN(C(C)C)C(C)C.[CH2:24](Cl)[O:25][CH3:26].[NH4+].[Cl-]. Product: [Br:1][C:2]1[CH:7]=[C:6]([CH3:8])[CH:5]=[CH:4][C:3]=1[C:9]1([O:14][CH2:24][O:25][CH3:26])[CH2:13][CH2:12][CH2:11][CH2:10]1. The catalyst class is: 2.